From a dataset of Catalyst prediction with 721,799 reactions and 888 catalyst types from USPTO. Predict which catalyst facilitates the given reaction. (1) Reactant: [CH2:1]([O:3][C:4]([C:6]1[N:10]([CH2:11][C:12]2[CH:17]=[CH:16][C:15]([C:18]3[CH:23]=[CH:22][CH:21]=[CH:20][C:19]=3[C:24]3[N:28]([C:29]([C:42]4[CH:47]=[CH:46][CH:45]=[CH:44][CH:43]=4)([C:36]4[CH:41]=[CH:40][CH:39]=[CH:38][CH:37]=4)[C:30]4[CH:35]=[CH:34][CH:33]=[CH:32][CH:31]=4)[N:27]=[N:26][N:25]=3)=[CH:14][CH:13]=2)[C:9]([CH2:48][CH2:49][CH3:50])=[N:8][C:7]=1[CH:51]([S:53][CH2:54][C:55]1[CH:56]=[CH:57][C:58]([O:61][C:62]2[CH:67]=[CH:66][C:65]([N+:68]([O-])=O)=[C:64]([N:71]([C:73]([O:75][C:76]([CH3:79])([CH3:78])[CH3:77])=[O:74])[CH3:72])[CH:63]=2)=[N:59][CH:60]=1)[CH3:52])=[O:5])[CH3:2].[H][H]. Product: [CH2:1]([O:3][C:4]([C:6]1[N:10]([CH2:11][C:12]2[CH:17]=[CH:16][C:15]([C:18]3[CH:23]=[CH:22][CH:21]=[CH:20][C:19]=3[C:24]3[N:28]([C:29]([C:30]4[CH:35]=[CH:34][CH:33]=[CH:32][CH:31]=4)([C:36]4[CH:41]=[CH:40][CH:39]=[CH:38][CH:37]=4)[C:42]4[CH:43]=[CH:44][CH:45]=[CH:46][CH:47]=4)[N:27]=[N:26][N:25]=3)=[CH:14][CH:13]=2)[C:9]([CH2:48][CH2:49][CH3:50])=[N:8][C:7]=1[CH:51]([S:53][CH2:54][C:55]1[CH:56]=[CH:57][C:58]([O:61][C:62]2[CH:67]=[CH:66][C:65]([NH2:68])=[C:64]([N:71]([C:73]([O:75][C:76]([CH3:79])([CH3:77])[CH3:78])=[O:74])[CH3:72])[CH:63]=2)=[N:59][CH:60]=1)[CH3:52])=[O:5])[CH3:2]. The catalyst class is: 43. (2) Reactant: [NH2:1][C:2]1[C:3]([F:16])=[C:4]([NH:9][S:10]([CH2:13][CH2:14][CH3:15])(=[O:12])=[O:11])[CH:5]=[CH:6][C:7]=1Cl. Product: [NH2:1][C:2]1[C:3]([F:16])=[C:4]([NH:9][S:10]([CH2:13][CH2:14][CH3:15])(=[O:12])=[O:11])[CH:5]=[CH:6][CH:7]=1. The catalyst class is: 19. (3) Reactant: [Cl:1][C:2]1[C:3]([N:8]2[C:12]([C:13]([O:15][CH2:16][CH3:17])=[O:14])=[CH:11][C:10]([OH:18])=[N:9]2)=[N:4][CH:5]=[CH:6][CH:7]=1.I[CH2:20][CH:21]([F:23])[F:22].C(=O)([O-])[O-].[K+].[K+]. Product: [Cl:1][C:2]1[C:3]([N:8]2[C:12]([C:13]([O:15][CH2:16][CH3:17])=[O:14])=[CH:11][C:10]([O:18][CH2:20][CH:21]([F:23])[F:22])=[N:9]2)=[N:4][CH:5]=[CH:6][CH:7]=1. The catalyst class is: 17. (4) Reactant: [CH3:1][O:2][C:3]1[CH:4]=[C:5]([N:12]2[CH2:17][CH2:16][N:15]([C:18]([CH3:22])([CH3:21])[CH2:19][OH:20])[CH2:14][CH2:13]2)[CH:6]=[CH:7][C:8]=1[N+:9]([O-])=O. Product: [NH2:9][C:8]1[CH:7]=[CH:6][C:5]([N:12]2[CH2:17][CH2:16][N:15]([C:18]([CH3:21])([CH3:22])[CH2:19][OH:20])[CH2:14][CH2:13]2)=[CH:4][C:3]=1[O:2][CH3:1]. The catalyst class is: 865. (5) The catalyst class is: 2. Product: [Br:15][CH2:11][C:9]1[O:10][C:6]2[CH:5]=[CH:4][C:3]([S:2][CH3:1])=[CH:13][C:7]=2[CH:8]=1. Reactant: [CH3:1][S:2][C:3]1[CH:4]=[CH:5][C:6]2[O:10][C:9]([CH2:11]O)=[CH:8][C:7]=2[CH:13]=1.C(Br)(Br)(Br)[Br:15].C1C=CC(P(C2C=CC=CC=2)C2C=CC=CC=2)=CC=1. (6) Reactant: [N-:1]([S:9]([C:12]([F:15])([F:14])[F:13])(=[O:11])=[O:10])[S:2]([C:5]([F:8])([F:7])[F:6])(=[O:4])=[O:3].[NH:16]([S:24]([C:27]([F:30])([F:29])[F:28])(=[O:26])=[O:25])[S:17]([C:20]([F:23])([F:22])[F:21])(=[O:19])=[O:18].[C:31](=O)([O-:33])[O-:32].[Mg+2:35]. Product: [N-:1]([S:2]([C:5]([F:8])([F:6])[F:7])(=[O:4])=[O:3])[S:9]([C:12]([F:15])([F:14])[F:13])(=[O:11])=[O:10].[Mg+2:35].[N-:16]([S:17]([C:20]([F:23])([F:21])[F:22])(=[O:19])=[O:18])[S:24]([C:27]([F:30])([F:29])[F:28])(=[O:26])=[O:25].[C:31](=[O:33])=[O:32]. The catalyst class is: 6. (7) Reactant: [OH:1][CH2:2][C:3]1[CH:8]=[CH:7][N:6]=[C:5]([C:9]([NH:11][CH3:12])=[O:10])[CH:4]=1.C(N(CC)CC)C.[CH3:20][S:21](Cl)(=[O:23])=[O:22]. Product: [CH3:20][S:21]([O:1][CH2:2][C:3]1[CH:8]=[CH:7][N:6]=[C:5]([C:9]([NH:11][CH3:12])=[O:10])[CH:4]=1)(=[O:23])=[O:22]. The catalyst class is: 1.